This data is from Catalyst prediction with 721,799 reactions and 888 catalyst types from USPTO. The task is: Predict which catalyst facilitates the given reaction. (1) Reactant: [CH3:1][C:2]1[CH:7]=[C:6]([CH3:8])[N:5]=[C:4]2[S:9][N:10]([CH2:13][C:14]([N:16]3[CH2:21][CH2:20][N:19](C(OC(C)(C)C)=O)[CH2:18][CH2:17]3)=[O:15])[C:11](=[O:12])[C:3]=12.C(O)(C(F)(F)F)=O. Product: [CH3:1][C:2]1[CH:7]=[C:6]([CH3:8])[N:5]=[C:4]2[S:9][N:10]([CH2:13][C:14](=[O:15])[N:16]3[CH2:21][CH2:20][NH:19][CH2:18][CH2:17]3)[C:11](=[O:12])[C:3]=12. The catalyst class is: 2. (2) Reactant: [NH2:1][C:2]1[N:7]=[CH:6][N:5]=[C:4]2[N:8]([CH:14]([C:16]3[C:17]([O:36][CH3:37])=[C:18]([CH:25]4[CH2:28][N:27](C(OC(C)(C)C)=O)[CH2:26]4)[C:19]([CH3:24])=[C:20]([C:22]#[N:23])[CH:21]=3)[CH3:15])[N:9]=[C:10]([CH:11]([F:13])[F:12])[C:3]=12.[ClH:38].O1CCOCC1. Product: [ClH:38].[ClH:38].[NH2:1][C:2]1[N:7]=[CH:6][N:5]=[C:4]2[N:8]([CH:14]([C:16]3[C:17]([O:36][CH3:37])=[C:18]([CH:25]4[CH2:28][NH:27][CH2:26]4)[C:19]([CH3:24])=[C:20]([CH:21]=3)[C:22]#[N:23])[CH3:15])[N:9]=[C:10]([CH:11]([F:12])[F:13])[C:3]=12. The catalyst class is: 2. (3) Reactant: C(O[C:4]([C:6]1[C:7]2[S:15][CH:14]=[C:13]([CH2:16][O:17][C:18]3[CH:23]=[C:22]([NH:24][C:25](=[O:33])[C:26]4[CH:31]=[CH:30][CH:29]=[C:28]([Cl:32])[CH:27]=4)[CH:21]=[CH:20][C:19]=3[CH3:34])[C:8]=2[C:9]([NH2:12])=[N:10][CH:11]=1)=[O:5])C.[CH2:35]([CH2:37][NH2:38])[OH:36]. Product: [OH:36][CH2:35][CH2:37][NH:38][C:4]([C:6]1[C:7]2[S:15][CH:14]=[C:13]([CH2:16][O:17][C:18]3[CH:23]=[C:22]([NH:24][C:25](=[O:33])[C:26]4[CH:31]=[CH:30][CH:29]=[C:28]([Cl:32])[CH:27]=4)[CH:21]=[CH:20][C:19]=3[CH3:34])[C:8]=2[C:9]([NH2:12])=[N:10][CH:11]=1)=[O:5]. The catalyst class is: 16. (4) Reactant: [Cl-].[Cl-].[Cl-].[C:4]1([Si:10]([C:27]2[CH:32]=[CH:31][CH:30]=[CH:29][CH:28]=2)([C:21]2[CH:26]=[CH:25][CH:24]=[CH:23][CH:22]=2)[C:11]2([Ti+3:20])[C:15]([CH3:16])=[C:14]([CH3:17])[C:13]([CH3:18])=[C:12]2[CH3:19])[CH:9]=[CH:8][CH:7]=[CH:6][CH:5]=1.[CH2:33]([Mg]Cl)[C:34]1[CH:39]=[CH:38][CH:37]=[CH:36][CH:35]=1. Product: [C:4]1([Si:10]([C:27]2[CH:32]=[CH:31][CH:30]=[CH:29][CH:28]=2)([C:21]2[CH:22]=[CH:23][CH:24]=[CH:25][CH:26]=2)[C:11]2([Ti:20]([CH2:33][C:34]3[CH:39]=[CH:38][CH:37]=[CH:36][CH:35]=3)([CH2:33][C:34]3[CH:39]=[CH:38][CH:37]=[CH:36][CH:35]=3)[CH2:33][C:34]3[CH:39]=[CH:38][CH:37]=[CH:36][CH:35]=3)[C:15]([CH3:16])=[C:14]([CH3:17])[C:13]([CH3:18])=[C:12]2[CH3:19])[CH:5]=[CH:6][CH:7]=[CH:8][CH:9]=1. The catalyst class is: 7. (5) Reactant: [CH:1]1[C:10]2[C:5](=CC=CC=2)[CH:4]=[CH:3][C:2]=1[CH:11]=[CH:12][C:13]([NH:15][C:16]1[CH:26]=[CH:25][C:19]([C:20]([O:22][CH2:23]C)=[O:21])=[CH:18][CH:17]=1)=[O:14]. Product: [C:2]1([CH:11]=[CH:12][C:13]([NH:15][C:16]2[CH:17]=[CH:18][C:19]([C:20]([O:22][CH3:23])=[O:21])=[CH:25][CH:26]=2)=[O:14])[CH:1]=[CH:10][CH:5]=[CH:4][CH:3]=1. The catalyst class is: 33. (6) Reactant: [NH:1]1[CH:5]=[C:4]([C:6]([OH:8])=[O:7])[N:3]=[CH:2]1.[C:9](Cl)([C:22]1[CH:27]=[CH:26][CH:25]=[CH:24][CH:23]=1)([C:16]1[CH:21]=[CH:20][CH:19]=[CH:18][CH:17]=1)[C:10]1[CH:15]=[CH:14][CH:13]=[CH:12][CH:11]=1.CN(C=O)C.N1C=CC=CC=1. Product: [C:10]1([C:9]([C:16]2[CH:17]=[CH:18][CH:19]=[CH:20][CH:21]=2)([C:22]2[CH:23]=[CH:24][CH:25]=[CH:26][CH:27]=2)[N:1]2[CH:5]=[C:4]([C:6]([OH:8])=[O:7])[N:3]=[CH:2]2)[CH:11]=[CH:12][CH:13]=[CH:14][CH:15]=1. The catalyst class is: 161.